This data is from Forward reaction prediction with 1.9M reactions from USPTO patents (1976-2016). The task is: Predict the product of the given reaction. (1) Given the reactants [H-].[Na+].[CH3:3][O:4][C:5]1[CH:10]=[CH:9][C:8](/[CH:11]=[CH:12]/[CH:13]=O)=[CH:7][CH:6]=1.C(OP([CH:23]1[C:28](=[O:29])[NH:27][C:26]2[CH:30]=[C:31]([C:34]([O:36][CH2:37][CH3:38])=[O:35])[CH:32]=[CH:33][C:25]=2[S:24]1)(OCC)=O)C, predict the reaction product. The product is: [CH3:3][O:4][C:5]1[CH:6]=[CH:7][C:8]([CH:11]=[CH:12][CH:13]=[C:23]2[C:28](=[O:29])[NH:27][C:26]3[CH:30]=[C:31]([C:34]([O:36][CH2:37][CH3:38])=[O:35])[CH:32]=[CH:33][C:25]=3[S:24]2)=[CH:9][CH:10]=1. (2) Given the reactants [CH3:1][O:2][C:3]1[CH:4]=[C:5]([CH:33]=[CH:34][C:35]=1[O:36][CH3:37])[CH2:6][CH:7]1[C:16]2[C:11](=[CH:12][C:13]([O:18][CH3:19])=[C:14]([OH:17])[CH:15]=2)[CH2:10][CH2:9][N:8]1[CH2:20][C:21]([NH:23][CH:24]1[C:32]2[C:27](=[CH:28][CH:29]=[CH:30][CH:31]=2)[CH2:26][CH2:25]1)=[O:22].Cl[C:39]1[N:44]=[CH:43][C:42]([CH3:45])=[CH:41][N:40]=1, predict the reaction product. The product is: [CH3:1][O:2][C:3]1[CH:4]=[C:5]([CH:33]=[CH:34][C:35]=1[O:36][CH3:37])[CH2:6][CH:7]1[C:16]2[C:11](=[CH:12][C:13]([O:18][CH3:19])=[C:14]([O:17][C:39]3[N:44]=[CH:43][C:42]([CH3:45])=[CH:41][N:40]=3)[CH:15]=2)[CH2:10][CH2:9][N:8]1[CH2:20][C:21]([NH:23][CH:24]1[C:32]2[C:27](=[CH:28][CH:29]=[CH:30][CH:31]=2)[CH2:26][CH2:25]1)=[O:22]. (3) Given the reactants [Cl:1][C:2]1[CH:7]=[CH:6][C:5]([OH:8])=[CH:4][C:3]=1[C:9]([F:12])([F:11])[F:10].F[C:14]1[CH:21]=[CH:20][C:19]([CH:22]=[O:23])=[CH:18][C:15]=1[C:16]#[N:17].C([O-])([O-])=O.[K+].[K+], predict the reaction product. The product is: [Cl:1][C:2]1[CH:7]=[CH:6][C:5]([O:8][C:14]2[CH:21]=[CH:20][C:19]([CH:22]=[O:23])=[CH:18][C:15]=2[C:16]#[N:17])=[CH:4][C:3]=1[C:9]([F:10])([F:11])[F:12]. (4) Given the reactants Br[C:2]1[CH:3]=[C:4]([C:8]2[C:9]3[CH:20]=[C:19]([C:21]4[CH:26]=[CH:25][CH:24]=[CH:23][CH:22]=4)[C:18]([O:27][CH3:28])=[CH:17][C:10]=3[N:11]([CH3:16])[C:12](=[O:15])[CH2:13][N:14]=2)[CH:5]=[CH:6][CH:7]=1.[CH2:29]([NH:32][C:33]([O:35][C:36]([CH3:39])([CH3:38])[CH3:37])=[O:34])[C:30]#[CH:31], predict the reaction product. The product is: [C:36]([O:35][C:33](=[O:34])[NH:32][CH2:29][C:30]#[C:31][C:2]1[CH:7]=[CH:6][CH:5]=[C:4]([C:8]2[C:9]3[CH:20]=[C:19]([C:21]4[CH:26]=[CH:25][CH:24]=[CH:23][CH:22]=4)[C:18]([O:27][CH3:28])=[CH:17][C:10]=3[N:11]([CH3:16])[C:12](=[O:15])[CH2:13][N:14]=2)[CH:3]=1)([CH3:39])([CH3:38])[CH3:37]. (5) The product is: [F:1][C:2]1[CH:16]=[CH:15][CH:14]=[CH:13][C:3]=1[O:4][C:5]1[CH:6]=[C:7]([CH:10]=[CH:11][CH:12]=1)[CH2:8][NH2:9]. Given the reactants [F:1][C:2]1[CH:16]=[CH:15][CH:14]=[CH:13][C:3]=1[O:4][C:5]1[CH:6]=[C:7]([CH:10]=[CH:11][CH:12]=1)[C:8]#[N:9].C1COCC1.[H-].[Al+3].[Li+].[H-].[H-].[H-].[OH-].[Na+], predict the reaction product. (6) Given the reactants C[O:2][C:3](=[O:21])[C:4]1[CH:9]=[CH:8][C:7]([C:10]2[O:11][C:12]3[CH:18]=[CH:17][C:16]([O:19]C)=[CH:15][C:13]=3[CH:14]=2)=[CH:6][CH:5]=1.Cl.N1C=CC=CC=1, predict the reaction product. The product is: [OH:19][C:16]1[CH:17]=[CH:18][C:12]2[O:11][C:10]([C:7]3[CH:8]=[CH:9][C:4]([C:3]([OH:21])=[O:2])=[CH:5][CH:6]=3)=[CH:14][C:13]=2[CH:15]=1. (7) Given the reactants [CH:1]1([C:6]2[C:7]([OH:19])=[CH:8][C:9]([N+:16]([O-:18])=[O:17])=[C:10]([CH2:12][C:13]([OH:15])=[O:14])[CH:11]=2)[CH2:5][CH2:4][CH2:3][CH2:2]1.S(Cl)(Cl)=O.[CH3:24]O, predict the reaction product. The product is: [CH:1]1([C:6]2[C:7]([OH:19])=[CH:8][C:9]([N+:16]([O-:18])=[O:17])=[C:10]([CH2:12][C:13]([O:15][CH3:24])=[O:14])[CH:11]=2)[CH2:5][CH2:4][CH2:3][CH2:2]1. (8) The product is: [NH2:1][CH2:4][CH2:5][O:6][CH2:7][CH2:8][O:9][CH2:10][CH2:11][O:12][CH2:13][CH2:14][NH:15][S:16]([C:19]1[CH:24]=[CH:23][CH:22]=[C:21]([CH:25]2[C:34]3[C:29](=[C:30]([Cl:36])[CH:31]=[C:32]([Cl:35])[CH:33]=3)[CH2:28][N:27]([CH2:37][CH3:38])[CH2:26]2)[CH:20]=1)(=[O:18])=[O:17]. Given the reactants [N:1]([CH2:4][CH2:5][O:6][CH2:7][CH2:8][O:9][CH2:10][CH2:11][O:12][CH2:13][CH2:14][NH:15][S:16]([C:19]1[CH:24]=[CH:23][CH:22]=[C:21]([CH:25]2[C:34]3[C:29](=[C:30]([Cl:36])[CH:31]=[C:32]([Cl:35])[CH:33]=3)[CH2:28][N:27]([CH2:37][CH3:38])[CH2:26]2)[CH:20]=1)(=[O:18])=[O:17])=[N+]=[N-].C1(P(C2C=CC=CC=2)C2C=CC=CC=2)C=CC=CC=1.C1COCC1, predict the reaction product. (9) Given the reactants [CH2:1]([CH:4]([CH2:7][CH2:8][CH2:9][CH2:10][CH3:11])[CH2:5][OH:6])[CH2:2][CH3:3].[C:12](O)(=[O:18])[CH2:13][CH2:14][CH2:15][CH2:16][CH3:17], predict the reaction product. The product is: [C:12]([O:6][CH2:5][CH:4]([CH2:1][CH2:2][CH3:3])[CH2:7][CH2:8][CH2:9][CH2:10][CH3:11])(=[O:18])[CH2:13][CH2:14][CH2:15][CH2:16][CH3:17].